Dataset: Full USPTO retrosynthesis dataset with 1.9M reactions from patents (1976-2016). Task: Predict the reactants needed to synthesize the given product. (1) Given the product [CH3:34][O:33][C:31]1[CH:30]=[CH:29][C:28]([CH3:35])=[C:27]([C:9]2[CH:18]=[C:17]3[C:12]([CH:13]=[C:14]([NH:19][C:20]([CH:22]4[CH2:23][CH2:24]4)=[O:21])[N:15]=[CH:16]3)=[CH:11][CH:10]=2)[CH:32]=1, predict the reactants needed to synthesize it. The reactants are: CC1(C)C(C)(C)OB([C:9]2[CH:18]=[C:17]3[C:12]([CH:13]=[C:14]([NH:19][C:20]([CH:22]4[CH2:24][CH2:23]4)=[O:21])[N:15]=[CH:16]3)=[CH:11][CH:10]=2)O1.Br[C:27]1[CH:32]=[C:31]([O:33][CH3:34])[CH:30]=[CH:29][C:28]=1[CH3:35].C(=O)([O-])[O-].[Cs+].[Cs+]. (2) Given the product [Cl:17][C:15]1[CH:16]=[C:11]2[N:9]([CH3:10])[CH:7]([CH3:8])[CH2:6][N:12]2[C:13](=[O:18])[N:14]=1, predict the reactants needed to synthesize it. The reactants are: CS(O[CH2:6][CH:7]([N:9]([C:11]1[NH:12][C:13](=[O:18])[N:14]=[C:15]([Cl:17])[CH:16]=1)[CH3:10])[CH3:8])(=O)=O.C([O-])([O-])=O.[K+].[K+]. (3) Given the product [CH3:1][O:2][C:3]1[CH:4]=[C:5]([CH2:19][CH2:20][NH2:21])[CH:6]=[CH:7][C:8]=1[O:9][CH2:10][CH2:11][CH2:12][C:13]1[CH:18]=[CH:17][CH:16]=[CH:15][CH:14]=1, predict the reactants needed to synthesize it. The reactants are: [CH3:1][O:2][C:3]1[CH:4]=[C:5]([CH2:19][C:20]#[N:21])[CH:6]=[CH:7][C:8]=1[O:9][CH2:10][C:11]#[C:12][C:13]1[CH:18]=[CH:17][CH:16]=[CH:15][CH:14]=1.N. (4) Given the product [Br:27][C:28]1[CH:36]=[CH:35][C:31]([C:32]([NH:22][S:19]([C:14]2[CH:15]=[CH:16][CH:17]=[CH:18][C:13]=2[S:23](=[O:25])(=[O:24])[NH2:26])(=[O:21])=[O:20])=[O:33])=[CH:30][C:29]=1[CH2:37][OH:38], predict the reactants needed to synthesize it. The reactants are: Cl.CN(C)CCCN=C=NCC.[C:13]1([S:23]([NH2:26])(=[O:25])=[O:24])[C:14]([S:19]([NH2:22])(=[O:21])=[O:20])=[CH:15][CH:16]=[CH:17][CH:18]=1.[Br:27][C:28]1[CH:36]=[CH:35][C:31]([C:32](O)=[O:33])=[CH:30][C:29]=1[CH2:37][OH:38].O. (5) Given the product [Cl:1][C:2]1[N:11]=[C:10]([N:12]([CH2:13][CH2:14][CH3:15])[S:16]([CH3:19])(=[O:17])=[O:18])[CH:9]=[C:4]([CH2:5][OH:6])[CH:3]=1, predict the reactants needed to synthesize it. The reactants are: [Cl:1][C:2]1[CH:3]=[C:4]([CH:9]=[C:10]([N:12]([S:16]([CH3:19])(=[O:18])=[O:17])[CH2:13][CH2:14][CH3:15])[N:11]=1)[C:5](OC)=[O:6].[BH4-].[Li+]. (6) The reactants are: [Cl:1][C:2]1[CH:3]=[C:4]([C:9]2([CH2:23][O:24]C3C=CC(OC)=CC=3)[CH2:15][N:14]([C:16]([O:18][C:19]([CH3:22])([CH3:21])[CH3:20])=[O:17])[CH2:13][CH2:12][CH2:11][O:10]2)[CH:5]=[CH:6][C:7]=1[Cl:8]. Given the product [Cl:1][C:2]1[CH:3]=[C:4]([C:9]2([CH2:23][OH:24])[CH2:15][N:14]([C:16]([O:18][C:19]([CH3:20])([CH3:21])[CH3:22])=[O:17])[CH2:13][CH2:12][CH2:11][O:10]2)[CH:5]=[CH:6][C:7]=1[Cl:8], predict the reactants needed to synthesize it.